Dataset: NCI-60 drug combinations with 297,098 pairs across 59 cell lines. Task: Regression. Given two drug SMILES strings and cell line genomic features, predict the synergy score measuring deviation from expected non-interaction effect. Drug 1: C1C(C(OC1N2C=C(C(=O)NC2=O)F)CO)O. Drug 2: CC(C)CN1C=NC2=C1C3=CC=CC=C3N=C2N. Cell line: NCI/ADR-RES. Synergy scores: CSS=9.10, Synergy_ZIP=-3.70, Synergy_Bliss=1.39, Synergy_Loewe=-4.27, Synergy_HSA=-0.798.